This data is from Reaction yield outcomes from USPTO patents with 853,638 reactions. The task is: Predict the reaction yield, written as a fraction of the theoretical maximum amount of product (1.0 means a 100% yield; for example, 0.34 means a 34% yield). (1) The reactants are [CH3:1][C:2]1[N:7]=[C:6]([N:8]2[CH2:13][CH2:12][C:11](=[CH:14][C:15]#[CH:16])[CH2:10][CH2:9]2)[C:5]([N+:17]([O-:19])=[O:18])=[CH:4][CH:3]=1.C[Si](C)(C)[C:22]#[C:23][CH:24]=[C:25]1[CH2:30][CH2:29][NH:28][CH2:27][CH2:26]1.CC(NC1C=CC=C(Br)C=1)=[O:35].O.[F-].C([N+](CCCC)(CCCC)CCCC)CCC. No catalyst specified. The product is [CH3:1][C:2]1[N:7]=[C:6]([N:8]2[CH2:13][CH2:12][C:11](=[CH:14][C:15]#[C:16][C:27]3[CH:26]=[C:25]([CH2:30][C:29]([NH2:28])=[O:35])[CH:24]=[CH:23][CH:22]=3)[CH2:10][CH2:9]2)[C:5]([N+:17]([O-:19])=[O:18])=[CH:4][CH:3]=1. The yield is 0.540. (2) The catalyst is CN(C1C=CN=CC=1)C.CC#N. The reactants are [C:1]([C:5]1[N:9]([CH2:10][CH:11]2[CH2:16][CH2:15][O:14][CH2:13][CH2:12]2)[C:8]2[CH:17]=[CH:18][C:19]([S:21](Cl)(=[O:23])=[O:22])=[CH:20][C:7]=2[N:6]=1)([CH3:4])([CH3:3])[CH3:2].[C:25]([NH2:29])([CH3:28])([CH3:27])[CH3:26]. The yield is 0.410. The product is [C:25]([NH:29][S:21]([C:19]1[CH:18]=[CH:17][C:8]2[N:9]([CH2:10][CH:11]3[CH2:16][CH2:15][O:14][CH2:13][CH2:12]3)[C:5]([C:1]([CH3:4])([CH3:3])[CH3:2])=[N:6][C:7]=2[CH:20]=1)(=[O:23])=[O:22])([CH3:28])([CH3:27])[CH3:26]. (3) The reactants are [N+:1]([C:4]1[CH:5]=[N:6][CH:7]=[CH:8][C:9]=1[N:10]1[CH2:15]CCCC1)([O-])=O. The catalyst is P(OCC)(OCC)OCC. The product is [N:10]1[C:9]23[CH2:8][CH2:7][NH:6][CH2:5][CH:4]2[NH:1][CH:8]=[CH:9][C:4]3=[N:1][CH:15]=1. The yield is 0.530. (4) The reactants are [Cl:1][C:2]1[C:3]2[C:10](I)=[CH:9][N:8]([CH3:12])[C:4]=2[N:5]=[CH:6][N:7]=1.B(O)(O)[C:14]1[CH:23]=[CH:22][C:21]2[C:16](=[CH:17][CH:18]=[CH:19][CH:20]=2)[CH:15]=1.C([O-])([O-])=O.[Na+].[Na+]. The catalyst is C1COCC1.C1C=CC(P(C2C=CC=CC=2)[C-]2C=CC=C2)=CC=1.C1C=CC(P(C2C=CC=CC=2)[C-]2C=CC=C2)=CC=1.Cl[Pd]Cl.[Fe+2]. The product is [Cl:1][C:2]1[C:3]2[C:10]([C:14]3[CH:23]=[CH:22][C:21]4[C:16](=[CH:17][CH:18]=[CH:19][CH:20]=4)[CH:15]=3)=[CH:9][N:8]([CH3:12])[C:4]=2[N:5]=[CH:6][N:7]=1. The yield is 0.260. (5) The reactants are [CH3:1][C@@:2]1([CH:8]=[CH:9][C:10]2[N:11]([CH2:15][CH3:16])[CH:12]=[CH:13][CH:14]=2)[CH2:6][O:5][C:4](=[O:7])[NH:3]1. The catalyst is C(O)C.[Pd]. The product is [CH3:1][C@@:2]1([CH2:8][CH2:9][C:10]2[N:11]([CH2:15][CH3:16])[CH:12]=[CH:13][CH:14]=2)[CH2:6][O:5][C:4](=[O:7])[NH:3]1. The yield is 0.870.